This data is from Full USPTO retrosynthesis dataset with 1.9M reactions from patents (1976-2016). The task is: Predict the reactants needed to synthesize the given product. Given the product [ClH:15].[NH2:29][C@@H:33]1[CH2:35][CH2:36][CH2:37][C@H:32]1[NH:31][C:11]([C:9]1[S:10][C:4]2[CH2:3][N:2]([CH3:1])[CH2:7][CH2:6][C:5]=2[N:8]=1)=[O:13], predict the reactants needed to synthesize it. The reactants are: [CH3:1][N:2]1[CH2:7][CH2:6][C:5]2[N:8]=[C:9]([C:11]([O-:13])=O)[S:10][C:4]=2[CH2:3]1.[Li+].[ClH:15].CN(C)CCCN=C=NCC.O.O[N:29]1[C:33]2C=[CH:35][CH:36]=[CH:37][C:32]=2[N:31]=N1.